Regression. Given two drug SMILES strings and cell line genomic features, predict the synergy score measuring deviation from expected non-interaction effect. From a dataset of Merck oncology drug combination screen with 23,052 pairs across 39 cell lines. Drug 1: N.N.O=C(O)C1(C(=O)O)CCC1.[Pt]. Drug 2: O=C(O)C1(Cc2cccc(Nc3nccs3)n2)CCC(Oc2cccc(Cl)c2F)CC1. Cell line: NCIH520. Synergy scores: synergy=-16.7.